Dataset: NCI-60 drug combinations with 297,098 pairs across 59 cell lines. Task: Regression. Given two drug SMILES strings and cell line genomic features, predict the synergy score measuring deviation from expected non-interaction effect. (1) Drug 1: CC12CCC(CC1=CCC3C2CCC4(C3CC=C4C5=CN=CC=C5)C)O. Synergy scores: CSS=11.8, Synergy_ZIP=-2.82, Synergy_Bliss=4.82, Synergy_Loewe=-1.99, Synergy_HSA=2.46. Cell line: K-562. Drug 2: C1CN(P(=O)(OC1)NCCCl)CCCl. (2) Drug 1: C#CCC(CC1=CN=C2C(=N1)C(=NC(=N2)N)N)C3=CC=C(C=C3)C(=O)NC(CCC(=O)O)C(=O)O. Drug 2: C1CNP(=O)(OC1)N(CCCl)CCCl. Cell line: NCI-H460. Synergy scores: CSS=-4.20, Synergy_ZIP=1.37, Synergy_Bliss=-3.09, Synergy_Loewe=-2.71, Synergy_HSA=-6.61. (3) Drug 1: COC1=C(C=C2C(=C1)N=CN=C2NC3=CC(=C(C=C3)F)Cl)OCCCN4CCOCC4. Drug 2: CC1=C(C(=O)C2=C(C1=O)N3CC4C(C3(C2COC(=O)N)OC)N4)N. Cell line: NCI-H226. Synergy scores: CSS=40.2, Synergy_ZIP=-2.45, Synergy_Bliss=11.6, Synergy_Loewe=14.1, Synergy_HSA=14.8.